The task is: Predict the reaction yield, written as a fraction of the theoretical maximum amount of product (1.0 means a 100% yield; for example, 0.34 means a 34% yield).. This data is from Reaction yield outcomes from USPTO patents with 853,638 reactions. The reactants are [N+:1]([C:4]1[C:5]([CH:14]([C:16]2[CH:21]=[CH:20][CH:19]=[CH:18][CH:17]=2)[OH:15])=[CH:6][CH:7]=[C:8]2[C:13]=1[N:12]=[CH:11][CH:10]=[CH:9]2)([O-])=O. The catalyst is [Pd].CCO.CO. The product is [NH2:1][C:4]1[C:5]([CH:14]([C:16]2[CH:17]=[CH:18][CH:19]=[CH:20][CH:21]=2)[OH:15])=[CH:6][CH:7]=[C:8]2[C:13]=1[N:12]=[CH:11][CH:10]=[CH:9]2. The yield is 0.990.